Binary Classification. Given a T-cell receptor sequence (or CDR3 region) and an epitope sequence, predict whether binding occurs between them. From a dataset of TCR-epitope binding with 47,182 pairs between 192 epitopes and 23,139 TCRs. (1) The epitope is HLVDFQVTI. The TCR CDR3 sequence is CASAGGGSDSNQPQHF. Result: 0 (the TCR does not bind to the epitope). (2) The epitope is LLQTGIHVRVSQPSL. The TCR CDR3 sequence is CSIGTGGYNEQFF. Result: 1 (the TCR binds to the epitope). (3) The epitope is DPFRLLQNSQVFS. The TCR CDR3 sequence is CASSLAWDTEAFF. Result: 0 (the TCR does not bind to the epitope). (4) The epitope is KTSVDCTMYI. The TCR CDR3 sequence is CASSLGTGARSPLHF. Result: 1 (the TCR binds to the epitope). (5) The epitope is GVAMPNLYK. The TCR CDR3 sequence is CAIRSWEGDTEAFF. Result: 1 (the TCR binds to the epitope). (6) The epitope is RLDKVEAEV. The TCR CDR3 sequence is CATSLQGFGQPQHF. Result: 0 (the TCR does not bind to the epitope).